Dataset: Reaction yield outcomes from USPTO patents with 853,638 reactions. Task: Predict the reaction yield, written as a fraction of the theoretical maximum amount of product (1.0 means a 100% yield; for example, 0.34 means a 34% yield). The reactants are [CH2:1]([O:3][C:4](=[O:12])[C:5](=O)[CH:6]=[CH:7][N:8](C)C)[CH3:2].Cl.Cl.[NH2:15]N. The catalyst is CCO. The product is [CH2:1]([O:3][C:4]([C:5]1[CH:6]=[CH:7][NH:8][N:15]=1)=[O:12])[CH3:2]. The yield is 0.390.